From a dataset of Antibody developability classification from SAbDab with 2,409 antibodies. Regression/Classification. Given an antibody's heavy chain and light chain sequences, predict its developability. TAP uses regression for 5 developability metrics; SAbDab uses binary classification. (1) The antibody is ['5u3d', 'DIQMTQSPILLSASVGDRVTITCRASQDVNTAVAWYQQRTNGSPRLLIYSASFLYSGVPSRFSGSRSGTDFTLTISSLQPEDIADYYCQQHYTTPPTFGAGTKVEIK']. Result: 0 (not developable). (2) The antibody is ['QVQLLESGAEVKKPGSSVKVSCKASGDTFIRYSFTWVRQAPGQGLEWMGRIITILDVAHYAPHLQGRVTITADKSTSTVYLELRNLRSDDTAVYFCAGVYEGEADEGEYDNNGFLKHWGQGTLVTVTS', 'ELELTQSPATLSVSPGERATLSCRASESVSSDLAWYQQKPGQAPRLLIYGASTRATGVPARFSGSGSGAEFTLTISSLQSEDFAVYYCQQYNNWPPRYTFGQGTRLEIK']. Result: 0 (not developable). (3) The antibody is ['QVQLQESGPGLVKPSETLSLTCTVSGGSVSSGDYYWTWIRQSPGKGLEWIGHIYYSGNTNYNPSLKSRLTISIDTSKTQFSLKLSSVTAADTAIYYCVRDRVTGAFDIWGQGTMVTVSS', 'DIQMTQSPSSLSASVGDRVTITCQASQDISNYLNWYQQKPGKAPKLLIYDASNLETGVPSRFSGSGSGTDFTFTISSLQPEDIATYFCQHFDHLPLAFGGGTKVEIK']. Result: 1 (developable). (4) The antibody is ['EVQLVESGGGLIRPGGSLRLSCKGSGFIFENFGFGWVRQGPGKGLEWVSGTNWNGGDSRYGDSVKGRFTISRDNSNNFVYLQMNSLRPEDTAIYYCARGTDYTIDDQGIRYQGSGTFWYFDVWGRGTLVTVSS', 'EIVLTQSPATLSVSPGERATLSCRASQNVHPRYFAWYQQKRGQSPRLLIHSGSTRAAGIADRFSGGGSGMHFTLTITRVEPEDFAVYFCQQYGGSPYTFGQGTRVELR']. Result: 0 (not developable). (5) The antibody is ['EVKLVESGGGLVQPGGSRKLSCAASGFTFSDYGMAWVRQAPGKGPEWIAFISNLSRIYYADTVTGRFTISRENDKNTLFLEMSSLRSEDSAIYYCTRDDGYYRVDYWGQGATLTVSS', 'DIVMTQSHKFLSTSVGNRVSITCKASQDVGIGLVSWYQQKPGQSPKLLIHWASTRHTGVPDRFTGSGSGTDFTLTINNVQSEDLATYFCQQFSNYPLTFGSGTRLEIK']. Result: 0 (not developable). (6) The antibody is ['QVRLSQSGGQMKKPGDSMRISCRASGYEFINCPINWIRLAPGKRPEWMGWMKPRFGAVSYARQLQGRVTMTRDMYSETAFLELRSLTSDDTAVYFCTRGKYCTARDYYNWDFEHWGQGTPVTVSS', 'EIVLTQSPGTLSLSPGETAIISCRTSQYGSLAWYQQRPGQAPRLVIYSGSTRAAGIPDRFSGSRWGPDYTLTISNLESGDFGVYYCQQYEFFGQGTKVQVD']. Result: 0 (not developable). (7) The antibody is ['EVQLVESGGDLVKPGGSLKLSCAASGFTFSSYGMSWVRQTPDKGLEWVATISSGGSYTYYPDNVKGRFTISRDNAKNTLYLQMSSLKSEDTAMYYCARHEDGNWNYFDYWGQGTTLTVSS', 'ETTVTQSPASLSVAIGEKVTIRCITSTDIDDDMNWYQQKPGEPPKFFISEGNTLRPGVPSRFSSSGYGTDFVFTIENMLSEDVADYYCLQSDTLPLTFGSGTKLEIK']. Result: 0 (not developable).